This data is from Reaction yield outcomes from USPTO patents with 853,638 reactions. The task is: Predict the reaction yield, written as a fraction of the theoretical maximum amount of product (1.0 means a 100% yield; for example, 0.34 means a 34% yield). (1) The reactants are [Cl:1][C:2]1[N:7]=[CH:6][C:5]([NH:8]C(=O)OC(C)(C)C)=[C:4]([NH:16][CH2:17][CH2:18][O:19][CH2:20][CH2:21][CH3:22])[CH:3]=1.Cl. The catalyst is O1CCOCC1. The product is [Cl:1][C:2]1[N:7]=[CH:6][C:5]([NH2:8])=[C:4]([NH:16][CH2:17][CH2:18][O:19][CH2:20][CH2:21][CH3:22])[CH:3]=1. The yield is 1.00. (2) The yield is 0.400. The catalyst is C1(C)C=CC=CC=1.C(O)C. The product is [F:1][C:2]1[CH:3]=[CH:4][C:5]([CH2:8][C:9]([NH:11][C:12](=[S:13])[NH:14][C:15]2[CH:16]=[CH:17][C:18]([O:19][C:20]3[CH:25]=[CH:24][N:23]=[C:22]([NH:26][C:27]([N:29]4[CH2:30][CH2:31][CH:32]([N:35]5[CH2:36][CH2:37][N:38]([CH3:41])[CH2:39][CH2:40]5)[CH2:33][CH2:34]4)=[O:28])[CH:21]=3)=[CH:42][CH:43]=2)=[O:10])=[CH:6][CH:7]=1. The reactants are [F:1][C:2]1[CH:7]=[CH:6][C:5]([CH2:8][C:9]([N:11]=[C:12]=[S:13])=[O:10])=[CH:4][CH:3]=1.[NH2:14][C:15]1[CH:43]=[CH:42][C:18]([O:19][C:20]2[CH:25]=[CH:24][N:23]=[C:22]([NH:26][C:27]([N:29]3[CH2:34][CH2:33][CH:32]([N:35]4[CH2:40][CH2:39][N:38]([CH3:41])[CH2:37][CH2:36]4)[CH2:31][CH2:30]3)=[O:28])[CH:21]=2)=[CH:17][CH:16]=1.C12(CS(O)(=O)=O)C(C)(C)C(CC1)CC2=O. (3) The reactants are [Br:1][C:2]1[CH:10]=[C:9]2[C:5]([CH2:6][CH2:7][C:8]2=[CH:11][CH3:12])=[CH:4][CH:3]=1.[H][H]. The catalyst is C(OCC)(=O)C.[Pd]. The product is [Br:1][C:2]1[CH:10]=[C:9]2[C:5]([CH2:6][CH2:7][CH:8]2[CH2:11][CH3:12])=[CH:4][CH:3]=1. The yield is 0.887. (4) The reactants are [N:1]([CH2:4][CH2:5][CH2:6][C@:7]1([C:42]2[CH:47]=[CH:46][CH:45]=[CH:44][CH:43]=2)[N:11]([C:12](=[O:33])[C@@H:13]([O:15][Si](C(C)(C)C)(C2C=CC=CC=2)C2C=CC=CC=2)[CH3:14])[N:10]=[C:9]([C:34]2[CH:39]=[C:38]([F:40])[CH:37]=[CH:36][C:35]=2[F:41])[S:8]1)=[N+:2]=[N-:3].CCCC[N+](CCCC)(CCCC)CCCC.[F-].C([O-])(O)=O.[Na+]. The catalyst is C1COCC1. The product is [N:1]([CH2:4][CH2:5][CH2:6][C@:7]1([C:42]2[CH:47]=[CH:46][CH:45]=[CH:44][CH:43]=2)[N:11]([C:12](=[O:33])[C@@H:13]([OH:15])[CH3:14])[N:10]=[C:9]([C:34]2[CH:39]=[C:38]([F:40])[CH:37]=[CH:36][C:35]=2[F:41])[S:8]1)=[N+:2]=[N-:3]. The yield is 0.530. (5) The reactants are [C:1]([CH:3]1[CH2:6][N:5]([C:7]([O:9][C:10]([CH3:13])([CH3:12])[CH3:11])=[O:8])[CH2:4]1)#[N:2].[Br:14][C:15]1[CH:20]=[CH:19][C:18]([CH2:21]Br)=[C:17]([I:23])[CH:16]=1.[Li+].C[Si]([N-][Si](C)(C)C)(C)C. The product is [Br:14][C:15]1[CH:20]=[CH:19][C:18]([CH2:21][C:3]2([C:1]#[N:2])[CH2:6][N:5]([C:7]([O:9][C:10]([CH3:13])([CH3:12])[CH3:11])=[O:8])[CH2:4]2)=[C:17]([I:23])[CH:16]=1. The catalyst is C1COCC1. The yield is 0.750. (6) The reactants are Br[C:2]1[N:3]=[C:4]([Br:11])[C:5]2[N:6]([CH:8]=[CH:9][N:10]=2)[CH:7]=1.[CH3:12][NH2:13]. No catalyst specified. The product is [Br:11][C:4]1[C:5]2[N:6]([CH:8]=[CH:9][N:10]=2)[CH:7]=[C:2]([NH:13][CH3:12])[N:3]=1. The yield is 0.960. (7) The reactants are C(O)(=O)C.[C:5]([C:7]1[CH:14]=[CH:13][C:10](C=O)=[CH:9][CH:8]=1)#[CH:6].[NH:15]1[CH2:19][CH2:18][CH2:17][CH2:16]1.[BH-](OC(C)=O)(OC(C)=O)OC(C)=O.[Na+]. The catalyst is ClCCCl. The product is [C:5]([C:7]1[CH:8]=[CH:9][C:10]([N:15]2[CH2:19][CH2:18][CH2:17][CH2:16]2)=[CH:13][CH:14]=1)#[CH:6]. The yield is 1.00.